From a dataset of Reaction yield outcomes from USPTO patents with 853,638 reactions. Predict the reaction yield, written as a fraction of the theoretical maximum amount of product (1.0 means a 100% yield; for example, 0.34 means a 34% yield). (1) The reactants are [Cl:1][C:2]1[CH:13]=[CH:12][C:5]([CH2:6][C:7]2[CH2:11][CH2:10][CH2:9][N:8]=2)=[CH:4][CH:3]=1.[CH2:14](Br)[C:15]([C:17]1[CH:22]=[CH:21][CH:20]=[CH:19][CH:18]=1)=O.C([O-])(O)=O.[Na+]. The catalyst is CO. The product is [Cl:1][C:2]1[CH:13]=[CH:12][C:5]([C:6]2[C:15]([C:17]3[CH:22]=[CH:21][CH:20]=[CH:19][CH:18]=3)=[CH:14][N:8]3[C:7]=2[CH2:11][CH2:10][CH2:9]3)=[CH:4][CH:3]=1. The yield is 0.450. (2) The reactants are [CH3:1][Si](C=[N+]=[N-])(C)C.[NH2:8][C:9]1[C:10]([C:15]([OH:17])=[O:16])=[N:11][CH:12]=[CH:13][CH:14]=1. The catalyst is C(OCC)(=O)C.CO. The product is [CH3:1][O:16][C:15]([C:10]1[C:9]([NH2:8])=[CH:14][CH:13]=[CH:12][N:11]=1)=[O:17]. The yield is 0.540. (3) The reactants are [C:1]([O:5][C:6]([N:8]1[C@@H:12]([C@@H:13]([OH:30])[C@@H:14]([N+:27]([O-])=O)[CH2:15][C:16]2[CH:21]=[CH:20][CH:19]=[C:18]([O:22][C:23]([F:26])([F:25])[F:24])[CH:17]=2)[CH2:11][O:10][C:9]1([CH3:32])[CH3:31])=[O:7])([CH3:4])([CH3:3])[CH3:2]. The catalyst is C(O)(=O)C.[Zn]. The product is [C:1]([O:5][C:6]([N:8]1[C@@H:12]([C@@H:13]([OH:30])[C@@H:14]([NH2:27])[CH2:15][C:16]2[CH:21]=[CH:20][CH:19]=[C:18]([O:22][C:23]([F:24])([F:25])[F:26])[CH:17]=2)[CH2:11][O:10][C:9]1([CH3:32])[CH3:31])=[O:7])([CH3:4])([CH3:2])[CH3:3]. The yield is 0.920. (4) The reactants are [NH2:1][C:2]1[CH:3]=[C:4]([CH:21]=[CH:22][CH:23]=1)[O:5][C:6]1[N:11]=[C:10]2[S:12][C:13]([NH:15][C:16]([CH:18]3[CH2:20][CH2:19]3)=[O:17])=[N:14][C:9]2=[CH:8][CH:7]=1.[Cl:24][C:25]1[C:33]([CH:34]2[CH2:36][CH2:35]2)=[CH:32][CH:31]=[CH:30][C:26]=1[C:27]([OH:29])=O.F[P-](F)(F)(F)(F)F.[N:44]1(OC(N(C)C)=[N+](C)C)[C:48]2N=CC=CC=2N=N1.C(=O)([O-])O.[Na+]. The catalyst is N1C=CC=CC=1. The product is [Cl:24][C:25]1[C:33]([C:34]2([C:48]#[N:44])[CH2:36][CH2:35]2)=[CH:32][CH:31]=[CH:30][C:26]=1[C:27]([NH:1][C:2]1[CH:23]=[CH:22][CH:21]=[C:4]([O:5][C:6]2[N:11]=[C:10]3[S:12][C:13]([NH:15][C:16]([CH:18]4[CH2:20][CH2:19]4)=[O:17])=[N:14][C:9]3=[CH:8][CH:7]=2)[CH:3]=1)=[O:29]. The yield is 0.870. (5) The reactants are [CH:1]([C:3]1[CH:11]=[CH:10][C:6]([C:7]([OH:9])=O)=[CH:5][CH:4]=1)=[O:2].C(N(CC)CC)C.ON1C2C=CC=CC=2N=N1.Cl.C(N=C=NCCCN(C)C)C.[CH3:41][CH:42]([CH3:51])[C:43]([N:45]1[CH2:50][CH2:49][NH:48][CH2:47][CH2:46]1)=[O:44]. The catalyst is ClCCl. The product is [C:43]([N:45]1[CH2:50][CH2:49][N:48]([C:7]([C:6]2[CH:5]=[CH:4][C:3]([CH:1]=[O:2])=[CH:11][CH:10]=2)=[O:9])[CH2:47][CH2:46]1)(=[O:44])[CH:42]([CH3:51])[CH3:41]. The yield is 0.700.